Task: Binary Classification. Given a T-cell receptor sequence (or CDR3 region) and an epitope sequence, predict whether binding occurs between them.. Dataset: TCR-epitope binding with 47,182 pairs between 192 epitopes and 23,139 TCRs (1) The epitope is LLLGIGILV. The TCR CDR3 sequence is CASSSDRRDEPQHF. Result: 1 (the TCR binds to the epitope). (2) The epitope is VTIAEILLI. The TCR CDR3 sequence is CASSQANSLSPLYF. Result: 1 (the TCR binds to the epitope). (3) The epitope is GILGFVFTL. Result: 1 (the TCR binds to the epitope). The TCR CDR3 sequence is CSARTDNSPLHF. (4) The epitope is PROT_97E67BCC. The TCR CDR3 sequence is CASSPGPQRGGLETQYF. Result: 0 (the TCR does not bind to the epitope). (5) The epitope is YLNTLTLAV. The TCR CDR3 sequence is CASSHYGSNEQFF. Result: 1 (the TCR binds to the epitope). (6) The epitope is KPLEFGATSAAL. The TCR CDR3 sequence is CASRTGEGSYNEQFF. Result: 1 (the TCR binds to the epitope). (7) The epitope is ITEEVGHTDLMAAY. The TCR CDR3 sequence is CASSQDRGLASSYEQYF. Result: 0 (the TCR does not bind to the epitope). (8) The epitope is YVLDHLIVV. The TCR CDR3 sequence is CASSLSREGDTQYF. Result: 0 (the TCR does not bind to the epitope). (9) The epitope is GLIYNRMGAVTTEV. The TCR CDR3 sequence is CASSLNPGTVYEQYF. Result: 0 (the TCR does not bind to the epitope). (10) The epitope is TLDSKTQSL. The TCR CDR3 sequence is CSARTSDFEQFF. Result: 0 (the TCR does not bind to the epitope).